From a dataset of Forward reaction prediction with 1.9M reactions from USPTO patents (1976-2016). Predict the product of the given reaction. (1) Given the reactants [CH2:1]([NH:4][CH:5]([C:9]1[CH:14]=[CH:13][C:12]([Br:15])=[CH:11][CH:10]=1)[CH2:6][CH:7]=[CH2:8])[CH:2]=[CH2:3].[CH3:16][C:17]([O:20][C:21](O[C:21]([O:20][C:17]([CH3:19])([CH3:18])[CH3:16])=[O:22])=[O:22])([CH3:19])[CH3:18], predict the reaction product. The product is: [C:17]([O:20][C:21](=[O:22])[N:4]([CH2:1][CH:2]=[CH2:3])[CH:5]([C:9]1[CH:10]=[CH:11][C:12]([Br:15])=[CH:13][CH:14]=1)[CH2:6][CH:7]=[CH2:8])([CH3:19])([CH3:18])[CH3:16]. (2) Given the reactants [C:1]([O:5][C:6]([N:8]1[CH2:13][CH2:12][CH:11](OS(C2C=CC(C)=CC=2)(=O)=O)[CH2:10][CH2:9]1)=[O:7])([CH3:4])([CH3:3])[CH3:2].[CH3:25][C@H:26]1[CH2:30][CH2:29][CH2:28][NH:27]1.C([O-])([O-])=O.[K+].[K+].O, predict the reaction product. The product is: [C:1]([O:5][C:6]([N:8]1[CH2:9][CH2:10][CH:11]([N:27]2[CH2:28][CH2:29][CH2:30][C@@H:26]2[CH3:25])[CH2:12][CH2:13]1)=[O:7])([CH3:2])([CH3:3])[CH3:4]. (3) Given the reactants [OH:1][C:2]([C:5]([OH:8])([CH3:7])[CH3:6])([CH3:4])[CH3:3].[CH2:9]([O:16][C:17]1[CH:22]=[CH:21][C:20]([C:23]([F:26])([F:25])[F:24])=[CH:19][C:18]=1[B:27](O)O)[C:10]1[CH:15]=[CH:14][CH:13]=[CH:12][CH:11]=1, predict the reaction product. The product is: [CH3:3][C:2]1([CH3:4])[C:5]([CH3:7])([CH3:6])[O:8][B:27]([C:18]2[CH:19]=[C:20]([C:23]([F:26])([F:25])[F:24])[CH:21]=[CH:22][C:17]=2[O:16][CH2:9][C:10]2[CH:11]=[CH:12][CH:13]=[CH:14][CH:15]=2)[O:1]1. (4) Given the reactants [Br:1][C:2]1[CH:7]=[CH:6][C:5]([C:8]([CH3:14])([CH3:13])[C:9](OC)=[O:10])=[CH:4][CH:3]=1.[H-].[Al+3].[Li+].[H-].[H-].[H-].Cl.C(OCC)C, predict the reaction product. The product is: [Br:1][C:2]1[CH:3]=[CH:4][C:5]([C:8]([CH3:14])([CH3:13])[CH2:9][OH:10])=[CH:6][CH:7]=1. (5) The product is: [F:1][C:2]([F:26])([F:25])[CH2:3][NH:4][C:5]([C:7]1([CH2:20][CH2:21][CH2:22][CH2:23][N:30]2[CH2:31][CH2:32][CH2:33][N:27]([C:34]3[S:35][C:36]4[CH:42]=[CH:41][CH:40]=[CH:39][C:37]=4[N:38]=3)[CH2:28][CH2:29]2)[C:19]2[CH:18]=[CH:17][CH:16]=[CH:15][C:14]=2[C:13]2[C:8]1=[CH:9][CH:10]=[CH:11][CH:12]=2)=[O:6]. Given the reactants [F:1][C:2]([F:26])([F:25])[CH2:3][NH:4][C:5]([C:7]1([CH2:20][CH2:21][CH2:22][CH2:23]Br)[C:19]2[CH:18]=[CH:17][CH:16]=[CH:15][C:14]=2[C:13]2[C:8]1=[CH:9][CH:10]=[CH:11][CH:12]=2)=[O:6].[N:27]1([C:34]2[S:35][C:36]3[CH:42]=[CH:41][CH:40]=[CH:39][C:37]=3[N:38]=2)[CH2:33][CH2:32][CH2:31][NH:30][CH2:29][CH2:28]1, predict the reaction product.